From a dataset of Full USPTO retrosynthesis dataset with 1.9M reactions from patents (1976-2016). Predict the reactants needed to synthesize the given product. Given the product [CH3:13][C:2]1[O:12][C:5]([C:6]2[CH:11]=[CH:10][N:9]=[CH:8][CH:7]=2)=[N:4][CH:3]=1, predict the reactants needed to synthesize it. The reactants are: O=[C:2]([CH3:13])[CH2:3][NH:4][C:5](=[O:12])[C:6]1[CH:11]=[CH:10][N:9]=[CH:8][CH:7]=1.